From a dataset of Forward reaction prediction with 1.9M reactions from USPTO patents (1976-2016). Predict the product of the given reaction. (1) The product is: [CH:1]1([CH2:4][N:5]2[CH2:30][CH2:29][C@:12]34[C:13]5[C:14]6[O:28][C@H:11]3[C@H:10]([O:31][CH2:32][C:33]3[CH:38]=[CH:37][C:36]([O:39][CH3:40])=[CH:35][CH:34]=3)[CH2:9][CH2:8][C@@:7]4([O:41][CH2:48][CH2:49][CH3:50])[C@H:6]2[CH2:19][C:18]=5[CH:17]=[CH:16][C:15]=6[O:20][CH2:21][C:22]2[CH:27]=[CH:26][CH:25]=[CH:24][CH:23]=2)[CH2:3][CH2:2]1. Given the reactants [CH:1]1([CH2:4][N:5]2[CH2:30][CH2:29][C@:12]34[C:13]5[C:14]6[O:28][C@H:11]3[C@H:10]([O:31][CH2:32][C:33]3[CH:38]=[CH:37][C:36]([O:39][CH3:40])=[CH:35][CH:34]=3)[CH2:9][CH2:8][C@@:7]4([OH:41])[C@H:6]2[CH2:19][C:18]=5[CH:17]=[CH:16][C:15]=6[O:20][CH2:21][C:22]2[CH:27]=[CH:26][CH:25]=[CH:24][CH:23]=2)[CH2:3][CH2:2]1.[H-].[Na+].S(OCCC)(O[CH2:48][CH2:49][CH3:50])(=O)=O.O, predict the reaction product. (2) Given the reactants [Br:1][C:2]1[CH:3]=[C:4]2[NH:10][C:9](=O)[C:8]3([CH2:16][CH2:15][O:14][CH2:13][CH2:12]3)[C:5]2=[N:6][CH:7]=1.[H-].COCCO[Al+]OCCOC.[Na+].[H-], predict the reaction product. The product is: [Br:1][C:2]1[CH:3]=[C:4]2[NH:10][CH2:9][C:8]3([CH2:16][CH2:15][O:14][CH2:13][CH2:12]3)[C:5]2=[N:6][CH:7]=1. (3) Given the reactants [Br-].[CH2:2]([P+](C1C=CC=CC=1)(C1C=CC=CC=1)C1C=CC=CC=1)[C:3]1[CH:8]=[CH:7][CH:6]=[CH:5][CH:4]=1.C[Si]([N-][Si](C)(C)C)(C)C.[Na+].O=[C:39]1[CH2:44][C@H:43]([C:45]([O:47][CH3:48])=[O:46])[C@@H:42]([C:49]([N:51]2[CH2:56][CH2:55][N:54]([C:57]3[CH:62]=[CH:61][CH:60]=[CH:59][CH:58]=3)[CH2:53][CH2:52]2)=[O:50])[CH2:41][CH2:40]1, predict the reaction product. The product is: [CH:2](=[C:39]1/[CH2:40][CH2:41][C@H:42]([C:49]([N:51]2[CH2:56][CH2:55][N:54]([C:57]3[CH:62]=[CH:61][CH:60]=[CH:59][CH:58]=3)[CH2:53][CH2:52]2)=[O:50])[C@@H:43]([C:45]([O:47][CH3:48])=[O:46])[CH2:44]/1)/[C:3]1[CH:8]=[CH:7][CH:6]=[CH:5][CH:4]=1. (4) Given the reactants [O-]P([O-])([O-])=O.[K+].[K+].[K+].O1[CH2:14][CH2:13][O:12][CH2:11]C1.CO[C:17]1[CH:22]=[CH:21][C:20](Cl)=[CH:19][CH:18]=1.O, predict the reaction product. The product is: [CH3:11][O:12][C:13]1[CH:14]=[CH:19][C:18]([C:17]2[CH:22]=[CH:21][CH:20]=[CH:19][CH:18]=2)=[CH:17][CH:22]=1. (5) Given the reactants [F:1][C:2]1[C:9]([F:10])=[C:8](F)[CH:7]=[CH:6][C:3]=1[C:4]#[N:5].Cl.[NH2:13][C@@H:14]([C:19]([NH2:21])=[O:20])[CH2:15][CH:16]([CH3:18])[CH3:17].CCN(C(C)C)C(C)C.O, predict the reaction product. The product is: [C:4]([C:3]1[CH:6]=[CH:7][C:8]([NH:13][C@H:14]([CH2:15][CH:16]([CH3:18])[CH3:17])[C:19]([NH2:21])=[O:20])=[C:9]([F:10])[C:2]=1[F:1])#[N:5].